From a dataset of Forward reaction prediction with 1.9M reactions from USPTO patents (1976-2016). Predict the product of the given reaction. (1) Given the reactants [CH:1]1[C:6]2[CH2:7][NH:8][CH2:9][CH2:10][S:11][C:5]=2[CH:4]=[CH:3][C:2]=1[NH2:12].[CH2:13](N(C(C)C)C(C)C)[CH3:14].BrCC, predict the reaction product. The product is: [CH2:13]([N:8]1[CH2:7][C:6]2[CH:1]=[C:2]([NH2:12])[CH:3]=[CH:4][C:5]=2[S:11][CH2:10][CH2:9]1)[CH3:14]. (2) Given the reactants Br[C:2]1[CH:7]=[CH:6][C:5]([Br:8])=[CH:4][N:3]=1.[NH:9]1[CH2:14][CH2:13][NH:12][CH2:11][C:10]1=[O:15].C(N(CC)C(C)C)(C)C, predict the reaction product. The product is: [Br:8][C:5]1[CH:6]=[CH:7][C:2]([N:12]2[CH2:13][CH2:14][NH:9][C:10](=[O:15])[CH2:11]2)=[N:3][CH:4]=1. (3) Given the reactants [C:1]([C:3]1[CH:4]=[CH:5][C:6]([OH:31])=[C:7]([S:9]([NH:12][CH2:13][CH2:14][C:15]2[CH:20]=[CH:19][C:18]([CH:21]([CH3:23])[CH3:22])=[CH:17][C:16]=2[NH:24][CH2:25][C:26]([O:28]CC)=[O:27])(=[O:11])=[O:10])[CH:8]=1)#[N:2].[OH-].[Na+].Cl, predict the reaction product. The product is: [C:1]([C:3]1[CH:4]=[CH:5][C:6]([OH:31])=[C:7]([S:9]([NH:12][CH2:13][CH2:14][C:15]2[CH:20]=[CH:19][C:18]([CH:21]([CH3:23])[CH3:22])=[CH:17][C:16]=2[NH:24][CH2:25][C:26]([OH:28])=[O:27])(=[O:10])=[O:11])[CH:8]=1)#[N:2]. (4) Given the reactants [H-].[Na+].[Cl:3][C:4]1[CH:9]=[CH:8][N:7]=[C:6]2[NH:10][CH:11]=[C:12]([I:13])[C:5]=12.[C:14]1([S:20](Cl)(=[O:22])=[O:21])[CH:19]=[CH:18][CH:17]=[CH:16][CH:15]=1, predict the reaction product. The product is: [Cl:3][C:4]1[CH:9]=[CH:8][N:7]=[C:6]2[N:10]([S:20]([C:14]3[CH:19]=[CH:18][CH:17]=[CH:16][CH:15]=3)(=[O:22])=[O:21])[CH:11]=[C:12]([I:13])[C:5]=12. (5) Given the reactants [Si]([O:8][CH2:9][C@H:10]1[O:18][C@H:17]2[C@H:13]([N:14]=[C:15]([N:19](C)[C:20](=O)OC(C)(C)C)[S:16]2)[C@H:12]([F:28])[C@@H:11]1[OH:29])(C(C)(C)C)(C)C.Cl, predict the reaction product. The product is: [F:28][C@H:12]1[C@H:13]2[N:14]=[C:15]([NH:19][CH3:20])[S:16][C@H:17]2[O:18][C@H:10]([CH2:9][OH:8])[C@H:11]1[OH:29]. (6) The product is: [CH2:27]([O:1][C:2]1[CH:20]=[CH:19][C:5]2[CH:6]3[C:13]4([CH2:14][CH2:15][C:4]=2[CH:3]=1)[CH:9]([CH2:10][N:11]([C:16](=[O:18])[CH3:17])[CH2:12]4)[CH2:8][CH2:7]3)[C:28]1[CH:33]=[CH:32][CH:31]=[CH:30][CH:29]=1. Given the reactants [OH:1][C:2]1[CH:20]=[CH:19][C:5]2[CH:6]3[C:13]4([CH2:14][CH2:15][C:4]=2[CH:3]=1)[CH:9]([CH2:10][N:11]([C:16](=[O:18])[CH3:17])[CH2:12]4)[CH2:8][CH2:7]3.C(=O)([O-])[O-].[K+].[K+].[CH2:27](Cl)[C:28]1[CH:33]=[CH:32][CH:31]=[CH:30][CH:29]=1.[I-].[Na+], predict the reaction product.